From a dataset of Full USPTO retrosynthesis dataset with 1.9M reactions from patents (1976-2016). Predict the reactants needed to synthesize the given product. (1) Given the product [CH3:29][C:24]1([CH3:25])[C:11]2[C:12]([N:15]=[C:16]3[C:21]=2[CH:20]=[CH:19][CH:18]=[CH:17]3)=[CH:13][C:14]2[CH:2]=[C:3]3[C:8]([C:9]1=2)=[CH:7][CH2:6][CH:5]=[CH:4]3, predict the reactants needed to synthesize it. The reactants are: C[C:2]1(C)[C:14]2[CH:13]=[C:12]([NH:15][C:16]3[CH:21]=[CH:20][CH:19]=[CH:18][C:17]=3Br)[CH:11]=C[C:9]=2[C:8]2[C:3]1=[CH:4][CH:5]=[CH:6][CH:7]=2.[C:24]([O-])(=O)[CH3:25].[K+].[CH3:29]N(C=O)C.O. (2) Given the product [Br:14][C:10]1[CH:9]=[C:8]([C:7]([OH:15])([CH2:1][CH3:2])[CH2:19][CH3:20])[CH:13]=[CH:12][CH:11]=1, predict the reactants needed to synthesize it. The reactants are: [CH2:1]([Mg]Br)[CH3:2].CO[C:7](=[O:15])[C:8]1[CH:13]=[CH:12][CH:11]=[C:10]([Br:14])[CH:9]=1.[Cl-].[NH4+].O1CC[CH2:20][CH2:19]1.